From a dataset of Retrosynthesis with 50K atom-mapped reactions and 10 reaction types from USPTO. Predict the reactants needed to synthesize the given product. (1) Given the product C=CCOc1cc(N)c([N+](=O)[O-])cc1I, predict the reactants needed to synthesize it. The reactants are: C=CCO.Nc1cc(Cl)c(I)cc1[N+](=O)[O-]. (2) Given the product CN([C@H]1CC[C@H](OCC(=O)OC(C)(C)C)CC1)S(=O)(=O)c1ccc(C(F)(F)F)cc1, predict the reactants needed to synthesize it. The reactants are: CC(C)(C)OC(=O)CBr.CN([C@H]1CC[C@H](O)CC1)S(=O)(=O)c1ccc(C(F)(F)F)cc1. (3) The reactants are: CCC1(CS(=O)(=O)Cl)NC(=O)NC1=O.Cc1cc(COc2ccc(N)cc2)c2ccccc2n1. Given the product CCC1(CS(=O)(=O)Nc2ccc(OCc3cc(C)nc4ccccc34)cc2)NC(=O)NC1=O, predict the reactants needed to synthesize it. (4) Given the product COCC1CN(c2ccc3ccc(N)cc3c2)C(=O)O1, predict the reactants needed to synthesize it. The reactants are: COCC1CN(c2ccc3ccc([N+](=O)[O-])cc3c2)C(=O)O1. (5) The reactants are: O=[N+]([O-])c1cccc(S(=O)(=O)Nc2ccc3nsnc3c2)c1. Given the product Nc1cccc(S(=O)(=O)Nc2ccc3nsnc3c2)c1, predict the reactants needed to synthesize it. (6) Given the product CC1(C)OC(C)(C)C2(OC2c2cc(-c3ccc(Cl)cc3)ccc2Br)C1=O, predict the reactants needed to synthesize it. The reactants are: CC1(C)OC(C)(C)C(=Cc2cc(-c3ccc(Cl)cc3)ccc2Br)C1=O.OO. (7) Given the product COC1=C(OC)C(=O)C(Cc2ccc(O)c(C(=O)N3CCCCC3)c2)=C(C)C1=O, predict the reactants needed to synthesize it. The reactants are: COC1=C(OC)C(=O)C(Cc2ccc(OC(C)=O)c(C(=O)N3CCCCC3)c2)=C(C)C1=O. (8) Given the product CCCCCCc1nc(C(C)(C)C)ncc1C(=O)N(CC(C)C)[C@H]1C[C@@H](C(=O)OC)CN(C(=O)OC(C)(C)C)C1, predict the reactants needed to synthesize it. The reactants are: CCCCC#Cc1nc(C(C)(C)C)ncc1C(=O)N(CC(C)C)[C@H]1C[C@@H](C(=O)OC)CN(C(=O)OC(C)(C)C)C1.